From a dataset of Forward reaction prediction with 1.9M reactions from USPTO patents (1976-2016). Predict the product of the given reaction. (1) Given the reactants [CH2:1]([O:8][C:9]1[C:13]([CH2:14][C:15]([OH:17])=[O:16])=[CH:12][N:11]([C:18]2[CH:23]=[CH:22][CH:21]=[CH:20][CH:19]=2)[N:10]=1)[C:2]1[CH:7]=[CH:6][CH:5]=[CH:4][CH:3]=1.CI.[C:26](=O)([O-])[O-].[K+].[K+].CN(C)C=O, predict the reaction product. The product is: [CH2:1]([O:8][C:9]1[C:13]([CH2:14][C:15]([O:17][CH3:26])=[O:16])=[CH:12][N:11]([C:18]2[CH:23]=[CH:22][CH:21]=[CH:20][CH:19]=2)[N:10]=1)[C:2]1[CH:3]=[CH:4][CH:5]=[CH:6][CH:7]=1. (2) The product is: [C:35]([C:37]1[CH:38]=[C:39]([NH:43][C:24](=[O:25])[CH2:23][C:12]2[C:11]([C:27]3[CH:32]=[CH:31][C:30]([CH3:33])=[CH:29][CH:28]=3)=[C:10]([CH2:9][NH:8][C:6](=[O:7])[O:5][C:1]([CH3:2])([CH3:3])[CH3:4])[C:15]([CH2:16][C:17]([CH3:20])([CH3:19])[CH3:18])=[N:14][C:13]=2[CH2:21][CH3:22])[CH:40]=[CH:41][CH:42]=1)(=[O:36])[CH3:34]. Given the reactants [C:1]([O:5][C:6]([NH:8][CH2:9][C:10]1[C:11]([C:27]2[CH:32]=[CH:31][C:30]([CH3:33])=[CH:29][CH:28]=2)=[C:12]([CH2:23][C:24](O)=[O:25])[C:13]([CH2:21][CH3:22])=[N:14][C:15]=1[CH2:16][C:17]([CH3:20])([CH3:19])[CH3:18])=[O:7])([CH3:4])([CH3:3])[CH3:2].[CH3:34][C:35]([C:37]1[CH:42]=[CH:41][CH:40]=[C:39]([NH2:43])[CH:38]=1)=[O:36].C(N(CC)C(C)C)(C)C.F[P-](F)(F)(F)(F)F.N1(OC(N(C)C)=[N+](C)C)C2N=CC=CC=2N=N1, predict the reaction product. (3) The product is: [CH2:66]([N:2]([CH2:3][CH2:4][C:5]([N:7]1[CH2:16][CH2:15][C:14]2[C:9](=[CH:10][C:11]([O:19][CH3:20])=[C:12]([O:17][CH3:18])[CH:13]=2)[C:8]21[CH2:25][CH2:24][CH:23]([C:26]([N:28]1[CH2:33][CH2:32][N:31]([C:34]3[N:39]=[CH:38][N:37]=[C:36]4[N:40]([CH2:43][C:44]5[CH:49]=[CH:48][N:47]=[CH:46][CH:45]=5)[N:41]=[CH:42][C:35]=34)[CH2:30][CH2:29]1)=[O:27])[CH2:22][CH:21]2[CH:50]1[C:59]2[C:54](=[CH:55][C:56]([O:62][CH3:63])=[C:79]([O:81][CH3:84])[CH:80]=2)[CH2:53][CH2:52][N:51]1[CH2:64][CH3:65])=[O:6])[CH3:1])[CH3:67]. Given the reactants [CH3:1][NH:2][CH2:3][CH2:4][C:5]([N:7]1[CH2:16][CH2:15][C:14]2[C:9](=[CH:10][C:11]([O:19][CH3:20])=[C:12]([O:17][CH3:18])[CH:13]=2)[C:8]21[CH2:25][CH2:24][CH:23]([C:26]([N:28]1[CH2:33][CH2:32][N:31]([C:34]3[N:39]=[CH:38][N:37]=[C:36]4[N:40]([CH2:43][C:44]5[CH:49]=[CH:48][N:47]=[CH:46][CH:45]=5)[N:41]=[CH:42][C:35]=34)[CH2:30][CH2:29]1)=[O:27])[CH2:22][CH:21]2[CH:50]1[C:59]2[C:54](=[CH:55][C:56]([O:62][CH3:63])=C(OC)C=2)[CH2:53][CH2:52][N:51]1[CH2:64][CH3:65])=[O:6].[CH:66](=O)[CH3:67].C(O[BH-](O[C:79](=[O:81])[CH3:80])OC(=O)C)(=O)C.[Na+].Cl.[CH2:84](Cl)Cl, predict the reaction product. (4) Given the reactants [Br:1][C:2]1[CH:7]=[CH:6][C:5]([CH2:8][C:9]#[N:10])=[CH:4][CH:3]=1.[Cl:11][C:12]1[C:13]([F:20])=[C:14]([CH:17]=[CH:18][CH:19]=1)[CH:15]=O.C[O-].[Na+], predict the reaction product. The product is: [Br:1][C:2]1[CH:7]=[CH:6][C:5](/[C:8](=[CH:15]/[C:14]2[CH:17]=[CH:18][CH:19]=[C:12]([Cl:11])[C:13]=2[F:20])/[C:9]#[N:10])=[CH:4][CH:3]=1.